From a dataset of Full USPTO retrosynthesis dataset with 1.9M reactions from patents (1976-2016). Predict the reactants needed to synthesize the given product. Given the product [F:1][C:2]1[CH:3]=[CH:4][C:5]([NH:8][C:9]2[C:18]3[C:13](=[CH:14][CH:15]=[C:16]([C:19](=[O:22])[NH:20][CH3:21])[CH:17]=3)[N:12]=[CH:11][C:10]=2[C:23]([OH:25])=[O:24])=[CH:6][CH:7]=1, predict the reactants needed to synthesize it. The reactants are: [F:1][C:2]1[CH:7]=[CH:6][C:5]([NH:8][C:9]2[C:18]3[C:13](=[CH:14][CH:15]=[C:16]([C:19](=[O:22])[NH:20][CH3:21])[CH:17]=3)[N:12]=[CH:11][C:10]=2[C:23]([O:25]CC)=[O:24])=[CH:4][CH:3]=1.[OH-].[Li+].